This data is from Full USPTO retrosynthesis dataset with 1.9M reactions from patents (1976-2016). The task is: Predict the reactants needed to synthesize the given product. Given the product [OH:26][CH2:25][C:22]1([NH:21][C:18]([C:11]2[C:12]3[CH2:13][C@@H:14]4[CH2:17][C@@H:15]4[C:16]=3[N:9]([C:3]3[CH:4]=[CH:5][C:6]([F:8])=[CH:7][C:2]=3[F:1])[N:10]=2)=[O:19])[CH2:24][CH2:23]1, predict the reactants needed to synthesize it. The reactants are: [F:1][C:2]1[CH:7]=[C:6]([F:8])[CH:5]=[CH:4][C:3]=1[N:9]1[C:16]2[C@H:15]3[CH2:17][C@H:14]3[CH2:13][C:12]=2[C:11]([C:18](O)=[O:19])=[N:10]1.[NH2:21][C:22]1([C:25](OC)=[O:26])[CH2:24][CH2:23]1.[BH4-].[Na+].Cl.